Dataset: NCI-60 drug combinations with 297,098 pairs across 59 cell lines. Task: Regression. Given two drug SMILES strings and cell line genomic features, predict the synergy score measuring deviation from expected non-interaction effect. (1) Drug 1: CC1=C(C=C(C=C1)NC2=NC=CC(=N2)N(C)C3=CC4=NN(C(=C4C=C3)C)C)S(=O)(=O)N.Cl. Synergy scores: CSS=21.3, Synergy_ZIP=10.0, Synergy_Bliss=12.7, Synergy_Loewe=9.99, Synergy_HSA=12.8. Drug 2: C1=CC(=CC=C1CC(C(=O)O)N)N(CCCl)CCCl.Cl. Cell line: RXF 393. (2) Drug 1: C1=NC2=C(N1)C(=S)N=CN2. Drug 2: C1CN(P(=O)(OC1)NCCCl)CCCl. Cell line: SF-295. Synergy scores: CSS=30.5, Synergy_ZIP=-6.14, Synergy_Bliss=-6.34, Synergy_Loewe=-6.52, Synergy_HSA=-3.63. (3) Drug 1: C1=NC2=C(N=C(N=C2N1C3C(C(C(O3)CO)O)F)Cl)N. Drug 2: CC1C(C(CC(O1)OC2CC(CC3=C2C(=C4C(=C3O)C(=O)C5=C(C4=O)C(=CC=C5)OC)O)(C(=O)CO)O)N)O.Cl. Cell line: SNB-19. Synergy scores: CSS=42.5, Synergy_ZIP=-7.76, Synergy_Bliss=-6.56, Synergy_Loewe=-4.02, Synergy_HSA=-2.77. (4) Drug 1: C1C(C(OC1N2C=NC(=NC2=O)N)CO)O. Drug 2: CC12CCC3C(C1CCC2OP(=O)(O)O)CCC4=C3C=CC(=C4)OC(=O)N(CCCl)CCCl.[Na+]. Cell line: A498. Synergy scores: CSS=-10.0, Synergy_ZIP=17.4, Synergy_Bliss=24.6, Synergy_Loewe=-14.8, Synergy_HSA=-11.2. (5) Drug 1: C1C(C(OC1N2C=NC(=NC2=O)N)CO)O. Drug 2: C(CN)CNCCSP(=O)(O)O. Cell line: DU-145. Synergy scores: CSS=-0.261, Synergy_ZIP=2.43, Synergy_Bliss=4.21, Synergy_Loewe=1.54, Synergy_HSA=-0.299. (6) Drug 1: CC1=C(C=C(C=C1)NC2=NC=CC(=N2)N(C)C3=CC4=NN(C(=C4C=C3)C)C)S(=O)(=O)N.Cl. Drug 2: C1CN1P(=S)(N2CC2)N3CC3. Cell line: HCT116. Synergy scores: CSS=4.41, Synergy_ZIP=-7.57, Synergy_Bliss=-11.0, Synergy_Loewe=-20.1, Synergy_HSA=-11.8.